Dataset: Reaction yield outcomes from USPTO patents with 853,638 reactions. Task: Predict the reaction yield, written as a fraction of the theoretical maximum amount of product (1.0 means a 100% yield; for example, 0.34 means a 34% yield). The product is [CH3:1][O:2][C:3](=[O:27])[C:4]1[CH:9]=[CH:8][C:7]([CH:10]([C:17]2[NH:25][C:20]3=[N:21][CH:22]=[CH:23][CH:24]=[C:19]3[CH:18]=2)[CH2:11][CH:12]2[CH2:16][CH2:15][CH2:14][CH2:13]2)=[CH:6][C:5]=1[F:26]. The catalyst is [Pd].CO. The reactants are [CH3:1][O:2][C:3](=[O:27])[C:4]1[CH:9]=[CH:8][C:7]([C:10]([C:17]2[NH:25][C:20]3=[N:21][CH:22]=[CH:23][CH:24]=[C:19]3[CH:18]=2)=[CH:11][CH:12]2[CH2:16][CH2:15][CH2:14][CH2:13]2)=[CH:6][C:5]=1[F:26]. The yield is 0.950.